From a dataset of Peptide-MHC class I binding affinity with 185,985 pairs from IEDB/IMGT. Regression. Given a peptide amino acid sequence and an MHC pseudo amino acid sequence, predict their binding affinity value. This is MHC class I binding data. (1) The peptide sequence is RMRRAEPAA. The MHC is HLA-B58:01 with pseudo-sequence HLA-B58:01. The binding affinity (normalized) is 0. (2) The peptide sequence is DTVLEEMNL. The MHC is HLA-B44:03 with pseudo-sequence YYTKYREISTNTYENTAYIRYDDYTWAVLAYLSY. The binding affinity (normalized) is 0. (3) The peptide sequence is FLKEMGGL. The MHC is HLA-B58:01 with pseudo-sequence HLA-B58:01. The binding affinity (normalized) is 0. (4) The peptide sequence is KVGVYKMHK. The MHC is HLA-B27:05 with pseudo-sequence HLA-B27:05. The binding affinity (normalized) is 0.0847. (5) The peptide sequence is NTPEALCDPL. The MHC is Mamu-A01 with pseudo-sequence Mamu-A01. The binding affinity (normalized) is 0.851. (6) The peptide sequence is IVRQGIRQL. The MHC is HLA-A02:06 with pseudo-sequence HLA-A02:06. The binding affinity (normalized) is 0.310.